Dataset: Reaction yield outcomes from USPTO patents with 853,638 reactions. Task: Predict the reaction yield, written as a fraction of the theoretical maximum amount of product (1.0 means a 100% yield; for example, 0.34 means a 34% yield). The catalyst is CN(C)C(=O)C. The yield is 0.410. The product is [CH:19]1([C:17]([NH:16][C:14]2[N:15]=[C:10]3[CH:9]=[CH:8][C:7]([O:6][C:5]4[CH:22]=[CH:23][C:2]([NH:1][C:38]([C:35]5([C:33]([NH:32][C:29]6[CH:30]=[CH:31][C:26]([F:25])=[CH:27][CH:28]=6)=[O:34])[CH2:37][CH2:36]5)=[O:39])=[CH:3][C:4]=4[F:24])=[CH:12][N:11]3[CH:13]=2)=[O:18])[CH2:21][CH2:20]1. The reactants are [NH2:1][C:2]1[CH:23]=[CH:22][C:5]([O:6][C:7]2[CH:8]=[CH:9][C:10]3[N:11]([CH:13]=[C:14]([NH:16][C:17]([CH:19]4[CH2:21][CH2:20]4)=[O:18])[N:15]=3)[CH:12]=2)=[C:4]([F:24])[CH:3]=1.[F:25][C:26]1[CH:31]=[CH:30][C:29]([NH:32][C:33]([C:35]2([C:38](O)=[O:39])[CH2:37][CH2:36]2)=[O:34])=[CH:28][CH:27]=1.CN(C(ON1N=NC2C=CC=NC1=2)=[N+](C)C)C.F[P-](F)(F)(F)(F)F.C(N(CC)C(C)C)(C)C.C(=O)([O-])O.[Na+].